This data is from Forward reaction prediction with 1.9M reactions from USPTO patents (1976-2016). The task is: Predict the product of the given reaction. Given the reactants [Cl:1][C:2]1[CH:3]=[C:4]([CH:8]=[C:9]([O:11][CH2:12][C:13]2[CH:18]=[CH:17][C:16]([Cl:19])=[CH:15][CH:14]=2)[CH:10]=1)[C:5]([OH:7])=O.Cl.[NH2:21][CH2:22][C:23]1[CH:33]=[CH:32][C:31]([C:34]#[N:35])=[CH:30][C:24]=1[O:25][CH2:26][C:27]([NH2:29])=[O:28], predict the reaction product. The product is: [C:27]([CH2:26][O:25][C:24]1[CH:30]=[C:31]([C:34]#[N:35])[CH:32]=[CH:33][C:23]=1[CH2:22][NH:21][C:5](=[O:7])[C:4]1[CH:8]=[C:9]([O:11][CH2:12][C:13]2[CH:18]=[CH:17][C:16]([Cl:19])=[CH:15][CH:14]=2)[CH:10]=[C:2]([Cl:1])[CH:3]=1)(=[O:28])[NH2:29].